This data is from NCI-60 drug combinations with 297,098 pairs across 59 cell lines. The task is: Regression. Given two drug SMILES strings and cell line genomic features, predict the synergy score measuring deviation from expected non-interaction effect. (1) Drug 1: CC1=CC=C(C=C1)C2=CC(=NN2C3=CC=C(C=C3)S(=O)(=O)N)C(F)(F)F. Drug 2: CC1=C(C=C(C=C1)NC(=O)C2=CC=C(C=C2)CN3CCN(CC3)C)NC4=NC=CC(=N4)C5=CN=CC=C5. Cell line: TK-10. Synergy scores: CSS=1.05, Synergy_ZIP=0.203, Synergy_Bliss=-1.26, Synergy_Loewe=-0.580, Synergy_HSA=-1.56. (2) Synergy scores: CSS=3.10, Synergy_ZIP=0.107, Synergy_Bliss=4.11, Synergy_Loewe=3.16, Synergy_HSA=3.23. Drug 2: CS(=O)(=O)OCCCCOS(=O)(=O)C. Cell line: OVCAR-4. Drug 1: C1CC(=O)NC(=O)C1N2CC3=C(C2=O)C=CC=C3N.